Predict the product of the given reaction. From a dataset of Forward reaction prediction with 1.9M reactions from USPTO patents (1976-2016). (1) Given the reactants [CH2:1]([N:8]1[C@H:13]([CH2:14][CH3:15])[CH2:12][O:11][CH2:10][C:9]1=O)[C:2]1[CH:7]=[CH:6][CH:5]=[CH:4][CH:3]=1.[H-].[Al+3].[Li+].[H-].[H-].[H-], predict the reaction product. The product is: [CH2:1]([N:8]1[CH2:9][CH2:10][O:11][CH2:12][C@H:13]1[CH2:14][CH3:15])[C:2]1[CH:7]=[CH:6][CH:5]=[CH:4][CH:3]=1. (2) The product is: [Cl:16][C:17]1[N:22]=[C:21]([NH:23][C:9](=[O:10])[O:11][C:12]([CH3:13])([CH3:14])[CH3:15])[CH:20]=[CH:19][CH:18]=1. Given the reactants [CH3:13][C:12]([O:11][C:9](O[C:9]([O:11][C:12]([CH3:15])([CH3:14])[CH3:13])=[O:10])=[O:10])([CH3:15])[CH3:14].[Cl:16][C:17]1[N:22]=[C:21]([NH2:23])[CH:20]=[CH:19][CH:18]=1.C[Si](C)(C)[N-][Si](C)(C)C.[Na+], predict the reaction product. (3) Given the reactants [CH2:1]=[C:2]1[CH2:7][CH2:6][O:5][C:3]1=[O:4].[C:8]([OH:12])(=[O:11])[CH:9]=[CH2:10], predict the reaction product. The product is: [CH2:1]=[C:2]1[CH2:7][CH:6]([CH3:8])[O:5][C:3]1=[O:4].[C:8]([OH:12])(=[O:11])[CH:9]=[CH2:10].